From a dataset of NCI-60 drug combinations with 297,098 pairs across 59 cell lines. Regression. Given two drug SMILES strings and cell line genomic features, predict the synergy score measuring deviation from expected non-interaction effect. (1) Drug 1: CCC(=C(C1=CC=CC=C1)C2=CC=C(C=C2)OCCN(C)C)C3=CC=CC=C3.C(C(=O)O)C(CC(=O)O)(C(=O)O)O. Drug 2: C1C(C(OC1N2C=NC(=NC2=O)N)CO)O. Cell line: SW-620. Synergy scores: CSS=14.3, Synergy_ZIP=-5.36, Synergy_Bliss=-3.34, Synergy_Loewe=-5.58, Synergy_HSA=-0.341. (2) Drug 1: CCN(CC)CCNC(=O)C1=C(NC(=C1C)C=C2C3=C(C=CC(=C3)F)NC2=O)C. Synergy scores: CSS=4.13, Synergy_ZIP=-8.56, Synergy_Bliss=-14.8, Synergy_Loewe=-15.1, Synergy_HSA=-17.0. Drug 2: CC12CCC3C(C1CCC2OP(=O)(O)O)CCC4=C3C=CC(=C4)OC(=O)N(CCCl)CCCl.[Na+]. Cell line: SR. (3) Drug 1: CCN(CC)CCNC(=O)C1=C(NC(=C1C)C=C2C3=C(C=CC(=C3)F)NC2=O)C. Drug 2: C1C(C(OC1N2C=NC3=C2NC=NCC3O)CO)O. Cell line: SN12C. Synergy scores: CSS=-4.45, Synergy_ZIP=4.61, Synergy_Bliss=4.43, Synergy_Loewe=-9.86, Synergy_HSA=-9.57. (4) Drug 1: CC1=CC2C(CCC3(C2CCC3(C(=O)C)OC(=O)C)C)C4(C1=CC(=O)CC4)C. Drug 2: C1=CC(=CC=C1C#N)C(C2=CC=C(C=C2)C#N)N3C=NC=N3. Cell line: PC-3. Synergy scores: CSS=4.22, Synergy_ZIP=2.97, Synergy_Bliss=8.48, Synergy_Loewe=5.46, Synergy_HSA=5.22. (5) Drug 1: CC1CCC2CC(C(=CC=CC=CC(CC(C(=O)C(C(C(=CC(C(=O)CC(OC(=O)C3CCCCN3C(=O)C(=O)C1(O2)O)C(C)CC4CCC(C(C4)OC)OCCO)C)C)O)OC)C)C)C)OC. Drug 2: C(=O)(N)NO. Cell line: MDA-MB-231. Synergy scores: CSS=14.9, Synergy_ZIP=-6.12, Synergy_Bliss=-1.15, Synergy_Loewe=-2.19, Synergy_HSA=0.657.